This data is from Reaction yield outcomes from USPTO patents with 853,638 reactions. The task is: Predict the reaction yield, written as a fraction of the theoretical maximum amount of product (1.0 means a 100% yield; for example, 0.34 means a 34% yield). The reactants are [OH-].[Li+:2].[SH:3][CH2:4][C:5]([OH:7])=[O:6]. The catalyst is CC(O)C. The product is [OH2:6].[Li+:2].[Li+:2].[SH:3][CH2:4][C:5]([O-:7])=[O:6].[SH:3][CH2:4][C:5]([O-:7])=[O:6]. The yield is 0.970.